From a dataset of Forward reaction prediction with 1.9M reactions from USPTO patents (1976-2016). Predict the product of the given reaction. (1) Given the reactants [C:1]([O:5][C:6]([NH:8][C@H:9]1[CH2:14][CH2:13][CH2:12][CH2:11][C@H:10]1[C:15]([O:17]CC)=[O:16])=[O:7])([CH3:4])([CH3:3])[CH3:2].O.[OH-].[Li+], predict the reaction product. The product is: [C:1]([O:5][C:6]([NH:8][C@H:9]1[CH2:14][CH2:13][CH2:12][CH2:11][C@H:10]1[C:15]([OH:17])=[O:16])=[O:7])([CH3:4])([CH3:2])[CH3:3]. (2) Given the reactants [CH3:1][O:2][C:3]([C:5]1[CH:6]=[C:7]([CH:26]=[CH:27][CH:28]=1)[CH2:8][N:9]1[C:17]2[C:12](=[CH:13][C:14]([C:18]([O:20]CC=C)=[O:19])=[CH:15][CH:16]=2)[C:11]([CH3:24])=[C:10]1[CH3:25])=[O:4].N1CCOCC1, predict the reaction product. The product is: [CH3:1][O:2][C:3]([C:5]1[CH:6]=[C:7]([CH:26]=[CH:27][CH:28]=1)[CH2:8][N:9]1[C:17]2[C:12](=[CH:13][C:14]([C:18]([OH:20])=[O:19])=[CH:15][CH:16]=2)[C:11]([CH3:24])=[C:10]1[CH3:25])=[O:4]. (3) Given the reactants O=C1OCCO1.[S:7]=[C:8]1[O:12][CH2:11][CH2:10][O:9]1.[CH3:13][C:14](C)([CH2:19]O)[C@@H:15]([OH:18])CO.C(Cl)(Cl)=S.C(N(CC)CC)C, predict the reaction product. The product is: [S:7]=[C:8]1[O:12][C@H:11]([C:14]([CH3:19])([CH3:13])[CH2:15][OH:18])[CH2:10][O:9]1.